Predict the product of the given reaction. From a dataset of Forward reaction prediction with 1.9M reactions from USPTO patents (1976-2016). Given the reactants [C:1]([NH:9][C@@H:10]([CH2:15][C:16]([O:18][CH3:19])=[O:17])[C:11]([O:13][CH3:14])=[O:12])(=[O:8])[C:2]1[CH:7]=[CH:6][CH:5]=[CH:4][CH:3]=1.C[Si]([N-][Si](C)(C)C)(C)C.[Li+].II.[NH4+].[Cl-].[O-]S([O-])(=S)=O.[Na+].[Na+], predict the reaction product. The product is: [C:2]1([C:1]2[O:8][C@H:15]([C:16]([O:18][CH3:19])=[O:17])[C@@H:10]([C:11]([O:13][CH3:14])=[O:12])[N:9]=2)[CH:3]=[CH:4][CH:5]=[CH:6][CH:7]=1.